This data is from Full USPTO retrosynthesis dataset with 1.9M reactions from patents (1976-2016). The task is: Predict the reactants needed to synthesize the given product. Given the product [Br:21][C:10]1[N:9]=[C:8]([C@@H:11]2[O:16][CH2:15][C@H:14]3[CH2:17][CH2:18][C:19](=[O:20])[N:13]3[CH2:12]2)[N:4]2[CH:5]=[CH:6][N:7]=[C:2]([Cl:1])[C:3]=12, predict the reactants needed to synthesize it. The reactants are: [Cl:1][C:2]1[C:3]2[N:4]([C:8]([C@@H:11]3[O:16][CH2:15][C@H:14]4[CH2:17][CH2:18][C:19](=[O:20])[N:13]4[CH2:12]3)=[N:9][CH:10]=2)[CH:5]=[CH:6][N:7]=1.[Br:21]N1C(=O)CCC1=O.